From a dataset of Forward reaction prediction with 1.9M reactions from USPTO patents (1976-2016). Predict the product of the given reaction. (1) Given the reactants [CH2:1]([N:8]1[C:13](=[O:14])[C:12]([Cl:15])=[CH:11][N:10]=[C:9]1[CH2:16][CH2:17][CH3:18])[C:2]1[CH:7]=[CH:6][CH:5]=[CH:4][CH:3]=1.[Br:19]Br.[OH-].[Na+], predict the reaction product. The product is: [CH2:1]([N:8]1[C:13](=[O:14])[C:12]([Cl:15])=[CH:11][N:10]=[C:9]1[CH:16]([Br:19])[CH2:17][CH3:18])[C:2]1[CH:3]=[CH:4][CH:5]=[CH:6][CH:7]=1. (2) Given the reactants Cl.[F:2][C:3]([F:17])([F:16])[CH2:4][CH2:5][O:6][C:7]1[N:12]=[CH:11][C:10]([CH:13]([NH2:15])[CH3:14])=[CH:9][CH:8]=1.[NH2:18][C:19]1[N:24]=[C:23]([C:25](O)=[O:26])[CH:22]=[CH:21][N:20]=1, predict the reaction product. The product is: [NH2:18][C:19]1[N:24]=[C:23]([C:25]([NH:15][CH:13]([C:10]2[CH:11]=[N:12][C:7]([O:6][CH2:5][CH2:4][C:3]([F:2])([F:16])[F:17])=[CH:8][CH:9]=2)[CH3:14])=[O:26])[CH:22]=[CH:21][N:20]=1.